Dataset: NCI-60 drug combinations with 297,098 pairs across 59 cell lines. Task: Regression. Given two drug SMILES strings and cell line genomic features, predict the synergy score measuring deviation from expected non-interaction effect. (1) Drug 1: N.N.Cl[Pt+2]Cl. Drug 2: CC1C(C(CC(O1)OC2CC(CC3=C2C(=C4C(=C3O)C(=O)C5=C(C4=O)C(=CC=C5)OC)O)(C(=O)CO)O)N)O.Cl. Cell line: UO-31. Synergy scores: CSS=43.6, Synergy_ZIP=-3.13, Synergy_Bliss=-3.36, Synergy_Loewe=-34.3, Synergy_HSA=-3.26. (2) Drug 1: C1=CC(=C2C(=C1NCCNCCO)C(=O)C3=C(C=CC(=C3C2=O)O)O)NCCNCCO. Drug 2: COC1=C2C(=CC3=C1OC=C3)C=CC(=O)O2. Cell line: MOLT-4. Synergy scores: CSS=73.7, Synergy_ZIP=3.08, Synergy_Bliss=4.62, Synergy_Loewe=-22.8, Synergy_HSA=4.07. (3) Drug 1: CN1C(=O)N2C=NC(=C2N=N1)C(=O)N. Drug 2: CC1C(C(CC(O1)OC2CC(CC3=C2C(=C4C(=C3O)C(=O)C5=C(C4=O)C(=CC=C5)OC)O)(C(=O)CO)O)N)O.Cl. Cell line: SNB-19. Synergy scores: CSS=20.8, Synergy_ZIP=-9.23, Synergy_Bliss=-9.19, Synergy_Loewe=-12.2, Synergy_HSA=-6.86. (4) Drug 1: CN(C)C1=NC(=NC(=N1)N(C)C)N(C)C. Drug 2: C1=CC=C(C(=C1)C(C2=CC=C(C=C2)Cl)C(Cl)Cl)Cl. Cell line: SK-MEL-28. Synergy scores: CSS=-7.21, Synergy_ZIP=1.74, Synergy_Bliss=0.264, Synergy_Loewe=-4.08, Synergy_HSA=-4.31. (5) Cell line: NCI-H522. Synergy scores: CSS=52.6, Synergy_ZIP=3.17, Synergy_Bliss=3.04, Synergy_Loewe=-25.4, Synergy_HSA=3.33. Drug 2: CC1=C2C(C(=O)C3(C(CC4C(C3C(C(C2(C)C)(CC1OC(=O)C(C(C5=CC=CC=C5)NC(=O)OC(C)(C)C)O)O)OC(=O)C6=CC=CC=C6)(CO4)OC(=O)C)O)C)O. Drug 1: CC(C1=C(C=CC(=C1Cl)F)Cl)OC2=C(N=CC(=C2)C3=CN(N=C3)C4CCNCC4)N. (6) Drug 1: CC1C(C(CC(O1)OC2CC(CC3=C2C(=C4C(=C3O)C(=O)C5=C(C4=O)C(=CC=C5)OC)O)(C(=O)C)O)N)O.Cl. Drug 2: CC1=C2C(C(=O)C3(C(CC4C(C3C(C(C2(C)C)(CC1OC(=O)C(C(C5=CC=CC=C5)NC(=O)OC(C)(C)C)O)O)OC(=O)C6=CC=CC=C6)(CO4)OC(=O)C)O)C)O. Cell line: U251. Synergy scores: CSS=59.2, Synergy_ZIP=-8.21, Synergy_Bliss=-8.54, Synergy_Loewe=-9.31, Synergy_HSA=-4.94. (7) Synergy scores: CSS=2.63, Synergy_ZIP=-3.89, Synergy_Bliss=0.740, Synergy_Loewe=-17.6, Synergy_HSA=-2.77. Drug 1: CC1=C(C(=O)C2=C(C1=O)N3CC4C(C3(C2COC(=O)N)OC)N4)N. Cell line: MDA-MB-435. Drug 2: COC1=C2C(=CC3=C1OC=C3)C=CC(=O)O2. (8) Drug 1: C1CC(=O)NC(=O)C1N2C(=O)C3=CC=CC=C3C2=O. Synergy scores: CSS=-4.09, Synergy_ZIP=3.23, Synergy_Bliss=3.83, Synergy_Loewe=-5.31, Synergy_HSA=-2.06. Drug 2: C1CN(P(=O)(OC1)NCCCl)CCCl. Cell line: SF-268. (9) Drug 1: CCN(CC)CCCC(C)NC1=C2C=C(C=CC2=NC3=C1C=CC(=C3)Cl)OC. Drug 2: C1C(C(OC1N2C=NC(=NC2=O)N)CO)O. Cell line: SNB-19. Synergy scores: CSS=12.4, Synergy_ZIP=-9.22, Synergy_Bliss=-3.64, Synergy_Loewe=-3.71, Synergy_HSA=-2.72.